Task: Regression. Given two drug SMILES strings and cell line genomic features, predict the synergy score measuring deviation from expected non-interaction effect.. Dataset: NCI-60 drug combinations with 297,098 pairs across 59 cell lines (1) Drug 1: CCC1=CC2CC(C3=C(CN(C2)C1)C4=CC=CC=C4N3)(C5=C(C=C6C(=C5)C78CCN9C7C(C=CC9)(C(C(C8N6C)(C(=O)OC)O)OC(=O)C)CC)OC)C(=O)OC.C(C(C(=O)O)O)(C(=O)O)O. Drug 2: C1C(C(OC1N2C=NC(=NC2=O)N)CO)O. Cell line: SNB-19. Synergy scores: CSS=25.3, Synergy_ZIP=-5.44, Synergy_Bliss=-4.37, Synergy_Loewe=-3.43, Synergy_HSA=-1.18. (2) Drug 1: CC1=CC=C(C=C1)C2=CC(=NN2C3=CC=C(C=C3)S(=O)(=O)N)C(F)(F)F. Drug 2: C1=NC(=NC(=O)N1C2C(C(C(O2)CO)O)O)N. Cell line: SF-539. Synergy scores: CSS=32.8, Synergy_ZIP=7.94, Synergy_Bliss=9.14, Synergy_Loewe=-6.91, Synergy_HSA=7.23. (3) Drug 1: COC1=C(C=C2C(=C1)N=CN=C2NC3=CC(=C(C=C3)F)Cl)OCCCN4CCOCC4. Drug 2: C1CCC(C(C1)N)N.C(=O)(C(=O)[O-])[O-].[Pt+4]. Cell line: SK-OV-3. Synergy scores: CSS=36.8, Synergy_ZIP=-13.3, Synergy_Bliss=-4.14, Synergy_Loewe=-4.66, Synergy_HSA=-1.51.